This data is from Merck oncology drug combination screen with 23,052 pairs across 39 cell lines. The task is: Regression. Given two drug SMILES strings and cell line genomic features, predict the synergy score measuring deviation from expected non-interaction effect. Synergy scores: synergy=-44.2. Cell line: T47D. Drug 2: CS(=O)(=O)CCNCc1ccc(-c2ccc3ncnc(Nc4ccc(OCc5cccc(F)c5)c(Cl)c4)c3c2)o1. Drug 1: CC1CC2C3CCC4=CC(=O)C=CC4(C)C3(F)C(O)CC2(C)C1(O)C(=O)CO.